This data is from Forward reaction prediction with 1.9M reactions from USPTO patents (1976-2016). The task is: Predict the product of the given reaction. (1) Given the reactants [Cl:1][C:2]1[CH:3]=[C:4]([NH:8][C:9]2[N:14]=[C:13](Cl)[N:12]=[CH:11][N:10]=2)[CH:5]=[CH:6][CH:7]=1.CCN(C(C)C)C(C)C.[NH2:25][C:26]1[CH:27]=[C:28]([NH:32][C:33](=[O:36])[CH:34]=[CH2:35])[CH:29]=[CH:30][CH:31]=1, predict the reaction product. The product is: [Cl:1][C:2]1[CH:3]=[C:4]([NH:8][C:9]2[N:10]=[CH:11][N:12]=[C:13]([NH:25][C:26]3[CH:27]=[C:28]([NH:32][C:33](=[O:36])[CH:34]=[CH2:35])[CH:29]=[CH:30][CH:31]=3)[N:14]=2)[CH:5]=[CH:6][CH:7]=1. (2) Given the reactants [C:1]([C:3]1[CH:8]=[CH:7][C:6]([C:9]2[CH:10]=[N:11][N:12]([C:15]3[CH:23]=[CH:22][C:18]([C:19]([OH:21])=O)=[CH:17][N:16]=3)[C:13]=2[OH:14])=[C:5]([CH3:24])[CH:4]=1)#[N:2].Cl.C(N=C=NCCCN(C)C)C.C1C=CC2N(O)N=NC=2C=1.C(N(C(C)C)C(C)C)C.[CH3:56][N:57]1[CH2:64][C@@H:63]2[C@@H:59]([CH2:60][NH:61][CH2:62]2)[CH2:58]1.C(O)=O, predict the reaction product. The product is: [OH:14][C:13]1[N:12]([C:15]2[CH:23]=[CH:22][C:18]([C:19]([N:61]3[CH2:62][C@@H:63]4[C@@H:59]([CH2:58][N:57]([CH3:56])[CH2:64]4)[CH2:60]3)=[O:21])=[CH:17][N:16]=2)[N:11]=[CH:10][C:9]=1[C:6]1[CH:7]=[CH:8][C:3]([C:1]#[N:2])=[CH:4][C:5]=1[CH3:24]. (3) Given the reactants [Br:1][C:2]1[CH:7]=[C:6]([CH3:8])[C:5]([OH:9])=[C:4]([CH2:10][CH3:11])[CH:3]=1.C([O-])([O-])=O.[K+].[K+].[CH2:18](Br)[C:19]1[CH:24]=[CH:23][CH:22]=[CH:21][CH:20]=1, predict the reaction product. The product is: [CH2:18]([O:9][C:5]1[C:6]([CH3:8])=[CH:7][C:2]([Br:1])=[CH:3][C:4]=1[CH2:10][CH3:11])[C:19]1[CH:24]=[CH:23][CH:22]=[CH:21][CH:20]=1. (4) Given the reactants [Cl:1][C:2]1[CH:34]=[CH:33][C:5]([CH2:6][N:7]2[C:16]3[C:11](=[CH:12][C:13]([F:24])=[C:14]([N:17]4[CH2:22][CH2:21][N:20]([CH3:23])[CH2:19][CH2:18]4)[CH:15]=3)[C:10](=[O:25])[C:9]([C:26]3[N:30]=[C:29](C#N)[O:28][N:27]=3)=[CH:8]2)=[CH:4][CH:3]=1.[C:35]([NH:38][CH2:39][CH2:40][CH2:41][CH2:42][CH:43]([C:47]1[CH:52]=[CH:51][CH:50]=[CH:49][CH:48]=1)C(O)=O)(=[O:37])[CH3:36], predict the reaction product. The product is: [Cl:1][C:2]1[CH:34]=[CH:33][C:5]([CH2:6][N:7]2[C:16]3[C:11](=[CH:12][C:13]([F:24])=[C:14]([N:17]4[CH2:22][CH2:21][N:20]([CH3:23])[CH2:19][CH2:18]4)[CH:15]=3)[C:10](=[O:25])[C:9]([C:26]3[N:30]=[C:29]([CH:43]([C:47]4[CH:48]=[CH:49][CH:50]=[CH:51][CH:52]=4)[CH2:42][CH2:41][CH2:40][CH2:39][NH:38][C:35](=[O:37])[CH3:36])[O:28][N:27]=3)=[CH:8]2)=[CH:4][CH:3]=1.